This data is from Full USPTO retrosynthesis dataset with 1.9M reactions from patents (1976-2016). The task is: Predict the reactants needed to synthesize the given product. (1) Given the product [CH3:29][O:30][CH2:31][CH2:32][O:33][CH2:34][CH2:35][O:36][C:37]1[CH:38]=[CH:39][C:40]([C:2]2[N:7]3[CH:8]=[C:9]([CH2:11][CH2:12][C:13]4[CH:22]=[CH:21][C:20]5[C:15](=[CH:16][CH:17]=[CH:18][CH:19]=5)[N:14]=4)[N:10]=[C:6]3[C:5]([N:23]3[CH2:28][CH2:27][O:26][CH2:25][CH2:24]3)=[N:4][CH:3]=2)=[CH:41][CH:42]=1, predict the reactants needed to synthesize it. The reactants are: Br[C:2]1[N:7]2[CH:8]=[C:9]([CH2:11][CH2:12][C:13]3[CH:22]=[CH:21][C:20]4[C:15](=[CH:16][CH:17]=[CH:18][CH:19]=4)[N:14]=3)[N:10]=[C:6]2[C:5]([N:23]2[CH2:28][CH2:27][O:26][CH2:25][CH2:24]2)=[N:4][CH:3]=1.[CH3:29][O:30][CH2:31][CH2:32][O:33][CH2:34][CH2:35][O:36][C:37]1[CH:42]=[CH:41][C:40](B2OC(C)(C)C(C)(C)O2)=[CH:39][CH:38]=1.C([O-])([O-])=O.[Na+].[Na+]. (2) Given the product [CH3:14][N:1]1[CH2:2][CH2:3][CH:4]([C:7]([OH:9])=[O:8])[CH2:5][CH2:6]1, predict the reactants needed to synthesize it. The reactants are: [NH:1]1[CH2:6][CH2:5][CH:4]([C:7]([O:9]CC)=[O:8])[CH2:3][CH2:2]1.CI.[C:14](=O)([O-])[O-].[K+].[K+]. (3) Given the product [CH3:15][C:4](=[O:5])[CH2:3][CH2:2][CH2:6][CH2:7][CH2:8][CH2:9][CH2:10][CH2:11][CH3:12], predict the reactants needed to synthesize it. The reactants are: C[C:2]([CH2:6][CH2:7][CH2:8][CH2:9][CH2:10][CH2:11][CH2:12]CC)=[CH:3][CH2:4][OH:5].[C:15](OCC)(=O)C. (4) Given the product [Si:1]([O:18][CH2:19][CH2:20][CH2:21][C:22]1[CH:23]=[CH:24][C:25]([O:26][C:27]([CH3:46])([CH3:45])[C:28](=[O:44])[CH2:29][O:30][C:31]2[CH:36]=[CH:35][C:34]([C:37]([O:39][C:40]([CH3:43])([CH3:42])[CH3:41])=[O:38])=[CH:33][CH:32]=2)=[CH:47][CH:48]=1)([C:14]([CH3:17])([CH3:15])[CH3:16])([C:2]1[CH:7]=[CH:6][CH:5]=[CH:4][CH:3]=1)[C:8]1[CH:13]=[CH:12][CH:11]=[CH:10][CH:9]=1, predict the reactants needed to synthesize it. The reactants are: [Si:1]([O:18][CH2:19][CH2:20][CH2:21][C:22]1[CH:48]=[CH:47][C:25]([O:26][C:27]([CH3:46])([CH3:45])[CH:28]([OH:44])[CH2:29][O:30][C:31]2[CH:36]=[CH:35][C:34]([C:37]([O:39][C:40]([CH3:43])([CH3:42])[CH3:41])=[O:38])=[CH:33][CH:32]=2)=[CH:24][CH:23]=1)([C:14]([CH3:17])([CH3:16])[CH3:15])([C:8]1[CH:13]=[CH:12][CH:11]=[CH:10][CH:9]=1)[C:2]1[CH:7]=[CH:6][CH:5]=[CH:4][CH:3]=1.CC(OI1(OC(C)=O)(OC(C)=O)OC(=O)C2C1=CC=CC=2)=O. (5) Given the product [C:1]([C:5]1[CH:10]=[CH:9][C:8]([C:11]2[S:12][CH:13]=[C:14]([C:17](=[N:21][NH:20][C:22]([NH:24][C:25]3[CH:33]=[CH:32][C:28]([C:29]([OH:31])=[O:30])=[CH:27][CH:26]=3)=[S:23])[CH3:19])[C:15]=2[OH:16])=[CH:7][CH:6]=1)([CH3:4])([CH3:3])[CH3:2], predict the reactants needed to synthesize it. The reactants are: [C:1]([C:5]1[CH:10]=[CH:9][C:8]([C:11]2[S:12][CH:13]=[C:14]([C:17]([CH3:19])=O)[C:15]=2[OH:16])=[CH:7][CH:6]=1)([CH3:4])([CH3:3])[CH3:2].[NH:20]([C:22]([NH:24][C:25]1[CH:33]=[CH:32][C:28]([C:29]([OH:31])=[O:30])=[CH:27][CH:26]=1)=[S:23])[NH2:21].Cl.